This data is from Full USPTO retrosynthesis dataset with 1.9M reactions from patents (1976-2016). The task is: Predict the reactants needed to synthesize the given product. (1) Given the product [S:1]1[CH2:6][CH2:5][N:4]([CH2:14][CH2:13][CH2:12][Br:11])[C:3]2[CH:7]=[CH:8][CH:9]=[CH:10][C:2]1=2, predict the reactants needed to synthesize it. The reactants are: [S:1]1[CH2:6][CH2:5][NH:4][C:3]2[CH:7]=[CH:8][CH:9]=[CH:10][C:2]1=2.[Br:11][CH2:12][CH2:13][CH2:14]Br.C([O-])([O-])=O.[Na+].[Na+]. (2) Given the product [CH:30]1([S:33]([NH:36][C:15]([C:9]2([NH:8][C:6](=[O:7])[O:5][C:1]([CH3:2])([CH3:3])[CH3:4])[CH2:11][CH:10]2[CH:12]([F:13])[F:14])=[O:17])(=[O:35])=[O:34])[CH2:32][CH2:31]1, predict the reactants needed to synthesize it. The reactants are: [C:1]([O:5][C:6]([NH:8][C:9]1([C:15]([OH:17])=O)[CH2:11][CH:10]1[CH:12]([F:14])[F:13])=[O:7])([CH3:4])([CH3:3])[CH3:2].C1N=CN(C(N2C=NC=C2)=O)C=1.[CH:30]1([S:33]([NH2:36])(=[O:35])=[O:34])[CH2:32][CH2:31]1.C1CCN2C(=NCCC2)CC1. (3) Given the product [CH:23]1([NH:26][C:20]([C:17]2[CH:16]=[N:15][C:14]([O:13][CH2:12][C:11]3[C:7]([C:2]4[CH:3]=[CH:4][CH:5]=[CH:6][N:1]=4)=[N:8][O:9][CH:10]=3)=[CH:19][N:18]=2)=[O:22])[CH2:25][CH2:24]1, predict the reactants needed to synthesize it. The reactants are: [N:1]1[CH:6]=[CH:5][CH:4]=[CH:3][C:2]=1[C:7]1[C:11]([CH2:12][O:13][C:14]2[N:15]=[CH:16][C:17]([C:20]([OH:22])=O)=[N:18][CH:19]=2)=[CH:10][O:9][N:8]=1.[CH:23]1([NH2:26])[CH2:25][CH2:24]1. (4) Given the product [CH:1]1([CH2:4][O:5][C:6]2[CH:7]=[CH:8][C:9]([C:12]3[CH:13]=[C:14]([NH:17][C:27](=[O:28])[CH2:26][CH2:25][CH2:24][N:18]4[CH2:23][CH2:22][CH2:21][CH2:20][CH2:19]4)[NH:15][N:16]=3)=[CH:10][CH:11]=2)[CH2:2][CH2:3]1, predict the reactants needed to synthesize it. The reactants are: [CH:1]1([CH2:4][O:5][C:6]2[CH:11]=[CH:10][C:9]([C:12]3[CH:13]=[C:14]([NH2:17])[NH:15][N:16]=3)=[CH:8][CH:7]=2)[CH2:3][CH2:2]1.[N:18]1([CH2:24][CH2:25][CH2:26][C:27](O)=[O:28])[CH2:23][CH2:22][CH2:21][CH2:20][CH2:19]1.C([O-])=O. (5) Given the product [CH2:14]([N:13]1[C:5]2[CH:4]=[CH:12][CH:11]=[CH:10][C:6]=2[C:7](=[O:8])[NH:23][CH2:22][CH2:21]1)[C:15]1[CH:20]=[CH:19][CH:18]=[CH:17][CH:16]=1, predict the reactants needed to synthesize it. The reactants are: Cl.Cl.C[C:4]1[C:5]([N:13]([CH2:21][CH2:22][NH2:23])[CH2:14][C:15]2[CH:20]=[CH:19][CH:18]=[CH:17][CH:16]=2)=[C:6]([CH:10]=[CH:11][CH:12]=1)[C:7](O)=[O:8].C1(C)C=CC=CC=1.O1CCCC1.C[Al](C)C.O. (6) Given the product [CH3:11][C:9]1[CH:10]=[C:5]([C:4](=[O:13])[CH2:15][C:16]2[CH:21]=[CH:20][CH:19]=[CH:18][CH:17]=2)[CH:6]=[C:7]([CH3:12])[N:8]=1, predict the reactants needed to synthesize it. The reactants are: CON(C)[C:4](=[O:13])[C:5]1[CH:10]=[C:9]([CH3:11])[N:8]=[C:7]([CH3:12])[CH:6]=1.[CH2:15](Br)[C:16]1[CH:21]=[CH:20][CH:19]=[CH:18][CH:17]=1.[Li]CCCC.[NH4+].[Cl-]. (7) Given the product [CH3:13][C:12]([C:14]1[CH:19]=[CH:18][CH:17]=[CH:16][CH:15]=1)=[CH:11][C:5]1[CH:6]=[C:7]([OH:9])[CH:8]=[C:3]([OH:2])[CH:4]=1, predict the reactants needed to synthesize it. The reactants are: C[O:2][C:3]1[CH:4]=[C:5]([CH:11]=[C:12]([C:14]2[CH:19]=[CH:18][CH:17]=[CH:16][CH:15]=2)[CH3:13])[CH:6]=[C:7]([O:9]C)[CH:8]=1.B(Br)(Br)Br.